This data is from Catalyst prediction with 721,799 reactions and 888 catalyst types from USPTO. The task is: Predict which catalyst facilitates the given reaction. (1) Reactant: [F:1][C:2]1[CH:3]=[C:4]([CH2:8][CH2:9][NH:10][C:11]2[S:12][CH2:13][C:14](=[O:16])[N:15]=2)[CH:5]=[CH:6][CH:7]=1.[CH2:17]([O:19][C:20]1[C:29]2[C:24](=[CH:25][CH:26]=[C:27]([CH:30]=O)[CH:28]=2)[N:23]=[C:22]([NH:32][CH3:33])[N:21]=1)[CH3:18].C(O)(=O)C1C=CC=CC=1.N1CCCCC1. Product: [CH2:17]([O:19][C:20]1[C:29]2[C:24](=[CH:25][CH:26]=[C:27]([CH:30]=[C:13]3[S:12][C:11]([NH:10][CH2:9][CH2:8][C:4]4[CH:5]=[CH:6][CH:7]=[C:2]([F:1])[CH:3]=4)=[N:15][C:14]3=[O:16])[CH:28]=2)[N:23]=[C:22]([NH:32][CH3:33])[N:21]=1)[CH3:18]. The catalyst class is: 11. (2) Reactant: [ClH:1].[N:2]1[C:11]2[C:6](=[CH:7][CH:8]=[CH:9][CH:10]=2)[CH:5]=[CH:4][C:3]=1/[C:12](/[CH3:21])=[CH:13]/[C:14]1[CH:19]=[CH:18][CH:17]=[CH:16][C:15]=1[OH:20]. Product: [ClH:1].[N:2]1[C:11]2[C:6](=[CH:7][CH:8]=[CH:9][CH:10]=2)[CH:5]=[CH:4][C:3]=1/[C:12](/[CH3:21])=[CH:13]/[C:14]1[CH:19]=[CH:18][CH:17]=[CH:16][C:15]=1[OH:20]. The catalyst class is: 27. (3) Reactant: [ClH:1].C(N(CC)CCNC(C1C=CC2C(=CC=C(I)C=2)C=1)=O)C.[CH2:23]([N:25]([CH2:46][CH3:47])[CH2:26][CH2:27][NH:28][C:29]([C:31]1[C:44]2[C:35](=[CH:36][C:37]3[C:42]([N:43]=2)=[CH:41][CH:40]=[CH:39][CH:38]=3)[CH:34]=[CH:33][C:32]=1[I:45])=[O:30])[CH3:24].[K+].[Br-]. Product: [ClH:1].[ClH:1].[CH2:46]([N:25]([CH2:23][CH3:24])[CH2:26][CH2:27][NH:28][C:29]([C:31]1[C:44]2[C:35](=[CH:36][C:37]3[C:42]([N:43]=2)=[CH:41][CH:40]=[CH:39][CH:38]=3)[CH:34]=[CH:33][C:32]=1[I:45])=[O:30])[CH3:47]. The catalyst class is: 6. (4) Reactant: [CH:1](=[O:10])[C:2]1[CH:9]=[CH:8][C:5]([CH:6]=[O:7])=[CH:4][CH:3]=1.[OH-].[K+]. Product: [CH3:1][C:2]1([CH3:9])[CH2:3][O:7][CH:6]1[C:5]1[CH:8]=[CH:9][C:2]([CH:1]2[C:5]([CH3:8])([CH3:6])[CH2:4][O:10]2)=[CH:3][CH:4]=1. The catalyst class is: 5. (5) Reactant: Br[C:2]1[CH:22]=[CH:21][C:5]([O:6][C:7]2[CH:12]=[C:11]([Cl:13])[CH:10]=[CH:9][C:8]=2[NH:14][CH2:15][C:16]([O:18][CH2:19][CH3:20])=[O:17])=[C:4]([Cl:23])[CH:3]=1.[N:24]1[CH:29]=[CH:28][CH:27]=[CH:26][C:25]=1[Sn](CCCC)(CCCC)CCCC. Product: [Cl:13][C:11]1[CH:10]=[CH:9][C:8]([NH:14][CH2:15][C:16]([O:18][CH2:19][CH3:20])=[O:17])=[C:7]([O:6][C:5]2[CH:21]=[CH:22][C:2]([C:25]3[CH:26]=[CH:27][CH:28]=[CH:29][N:24]=3)=[CH:3][C:4]=2[Cl:23])[CH:12]=1. The catalyst class is: 38. (6) Product: [F:1][C:2]1[CH:3]=[CH:4][C:5]([CH2:6][CH:7]2[O:11][N:10]=[C:9]([CH2:12][O:13][S:17]([CH3:16])(=[O:19])=[O:18])[CH2:8]2)=[CH:14][CH:15]=1. Reactant: [F:1][C:2]1[CH:15]=[CH:14][C:5]([CH2:6][CH:7]2[O:11][N:10]=[C:9]([CH2:12][OH:13])[CH2:8]2)=[CH:4][CH:3]=1.[CH3:16][S:17](Cl)(=[O:19])=[O:18].C([O-])(O)=O.[Na+]. The catalyst class is: 2.